This data is from Full USPTO retrosynthesis dataset with 1.9M reactions from patents (1976-2016). The task is: Predict the reactants needed to synthesize the given product. (1) The reactants are: Br[C:2]1[C:11]2[C:6](=[CH:7][CH:8]=[CH:9][CH:10]=2)[CH:5]=[N:4][CH:3]=1.[CH3:12][Mg]Br.C(OCC)C.Cl. Given the product [CH3:12][C:2]1[C:11]2[C:6](=[CH:7][CH:8]=[CH:9][CH:10]=2)[CH:5]=[N:4][CH:3]=1, predict the reactants needed to synthesize it. (2) The reactants are: [CH2:1]([N:3]([CH2:6][CH3:7])[CH2:4][CH3:5])[CH3:2].F[C:9](F)(F)[C:10](O)=O.NC1[CH:17]=[C:18]2[C:22](=[CH:23]C=1)[NH:21][C:20]([C:25]([NH:27][CH2:28][C:29]1[CH:34]=[CH:33][C:32]([Cl:35])=[C:31]([O:36][C:37]3[CH:42]=[C:41]([C:43]#[N:44])[CH:40]=[C:39]([Cl:45])[CH:38]=3)[C:30]=1[F:46])=[O:26])=[CH:19]2.[CH:47]1(C=O)C[CH2:48]1.C(O[BH-](OC(=O)C)OC(=O)C)(=O)C.[Na+]. Given the product [CH:2]1([CH2:1][N:3]([CH2:6][CH:7]2[CH2:10][CH2:9]2)[C:4]2[CH:17]=[C:18]3[C:22](=[CH:23][CH:5]=2)[NH:21][C:20]([C:25]([NH:27][CH2:28][C:29]2[CH:34]=[CH:33][C:32]([Cl:35])=[C:31]([O:36][C:37]4[CH:42]=[C:41]([C:43]#[N:44])[CH:40]=[C:39]([Cl:45])[CH:38]=4)[C:30]=2[F:46])=[O:26])=[CH:19]3)[CH2:48][CH2:47]1, predict the reactants needed to synthesize it.